The task is: Predict the reaction yield, written as a fraction of the theoretical maximum amount of product (1.0 means a 100% yield; for example, 0.34 means a 34% yield).. This data is from Reaction yield outcomes from USPTO patents with 853,638 reactions. (1) The reactants are [CH3:1][C:2]1[CH:7]=[C:6]([N:8]2[CH2:13][CH2:12][CH:11]([CH2:14][C:15]([O:17]CC)=[O:16])[CH2:10][CH2:9]2)[CH:5]=[CH:4][N:3]=1.[OH-].[Na+].O.Cl. The catalyst is CO. The product is [CH3:1][C:2]1[CH:7]=[C:6]([N:8]2[CH2:9][CH2:10][CH:11]([CH2:14][C:15]([OH:17])=[O:16])[CH2:12][CH2:13]2)[CH:5]=[CH:4][N:3]=1. The yield is 0.430. (2) The reactants are S(=O)(=O)(O)O.[N+]([C:9]1[CH:10]=C(S(O)(=O)=O)C=C[CH:14]=1)([O-])=O.OCC(CO)O.[Br:25][C:26]1[CH:32]=[CH:31][C:29]([NH2:30])=[CH:28][C:27]=1[O:33][CH3:34]. The catalyst is O. The product is [Br:25][C:26]1[CH:32]=[C:31]2[C:29](=[CH:28][C:27]=1[O:33][CH3:34])[N:30]=[CH:10][CH:9]=[CH:14]2. The yield is 0.462. (3) The catalyst is CN(C)C=O. The yield is 0.250. The reactants are [H-].[Na+].[CH:3]1([N:6]2[CH:10]=[C:9]([C:11]3[CH:16]=[CH:15][C:14]([S:17]([CH3:20])(=[O:19])=[O:18])=[CH:13][CH:12]=3)[NH:8][C:7]2=[O:21])[CH2:5][CH2:4]1.[CH2:22]([O:24][P:25]([C:30]([C:33]1[CH:38]=[CH:37][C:36]([CH2:39]Br)=[CH:35][C:34]=1[Br:41])([F:32])[F:31])(=[O:29])[O:26][CH2:27][CH3:28])[CH3:23]. The product is [CH2:27]([O:26][P:25]([C:30]([C:33]1[CH:38]=[CH:37][C:36]([CH2:39][N:8]2[C:9]([C:11]3[CH:12]=[CH:13][C:14]([S:17]([CH3:20])(=[O:18])=[O:19])=[CH:15][CH:16]=3)=[CH:10][N:6]([CH:3]3[CH2:5][CH2:4]3)[C:7]2=[O:21])=[CH:35][C:34]=1[Br:41])([F:32])[F:31])(=[O:29])[O:24][CH2:22][CH3:23])[CH3:28]. (4) The reactants are C(O)(=O)C(C)(C)C.C(=O)([O-])[O-].[K+].[K+].Br[C:15]1[CH:33]=[CH:32][C:31]([Cl:34])=[CH:30][C:16]=1[CH2:17][O:18][C:19]1[CH:28]=[CH:27][CH:26]=[C:25]2[C:20]=1[CH2:21][CH2:22][CH2:23][C:24]2=[O:29]. The catalyst is CC(N(C)C)=O.C([O-])(=O)C(C)(C)C.[Pd+2].C([O-])(=O)C(C)(C)C.FC1C=CC(P(C2C=CC(F)=CC=2)C2C=CC(F)=CC=2)=CC=1. The product is [Cl:34][C:31]1[CH:32]=[CH:33][C:15]2[C:28]3[C:19](=[C:20]4[CH2:21][CH2:22][CH2:23][C:24](=[O:29])[C:25]4=[CH:26][CH:27]=3)[O:18][CH2:17][C:16]=2[CH:30]=1. The yield is 0.970. (5) The reactants are [C:9](O[C:9]([O:11][C:12]([CH3:15])([CH3:14])[CH3:13])=[O:10])([O:11][C:12]([CH3:15])([CH3:14])[CH3:13])=[O:10].[NH2:16][C@H:17]([C:21]1[CH:26]=[CH:25][C:24]([Cl:27])=[CH:23][CH:22]=1)[CH2:18][CH2:19][OH:20]. The catalyst is C(Cl)Cl. The product is [Cl:27][C:24]1[CH:23]=[CH:22][C:21]([C@@H:17]([NH:16][C:9](=[O:10])[O:11][C:12]([CH3:13])([CH3:14])[CH3:15])[CH2:18][CH2:19][OH:20])=[CH:26][CH:25]=1. The yield is 0.920. (6) The reactants are [NH2:1][C:2]1[N:7]=[C:6]2[N:8]([CH2:20][CH3:21])[C:9]([C:11]([N:13]([CH:17]3[CH2:19][CH2:18]3)[CH:14]3[CH2:16][CH2:15]3)=[O:12])=[CH:10][C:5]2=[C:4]2[N:22]([CH3:25])[CH:23]=[N:24][C:3]=12.[H-].[Na+].Br[C:29]1[S:30][C:31]2[CH:37]=[CH:36][CH:35]=[CH:34][C:32]=2[N:33]=1. The catalyst is CN(C=O)C. The product is [S:30]1[C:31]2[CH:37]=[CH:36][CH:35]=[CH:34][C:32]=2[N:33]=[C:29]1[NH:1][C:2]1[N:7]=[C:6]2[N:8]([CH2:20][CH3:21])[C:9]([C:11]([N:13]([CH:17]3[CH2:19][CH2:18]3)[CH:14]3[CH2:16][CH2:15]3)=[O:12])=[CH:10][C:5]2=[C:4]2[N:22]([CH3:25])[CH:23]=[N:24][C:3]=12. The yield is 0.219.